This data is from Catalyst prediction with 721,799 reactions and 888 catalyst types from USPTO. The task is: Predict which catalyst facilitates the given reaction. (1) Reactant: I[C:2]1[CH:7]=[CH:6][CH:5]=[CH:4][C:3]=1[O:8][CH3:9].[CH2:10](N(CC)CC)[CH3:11]. Product: [C:10]([C:2]1[CH:7]=[CH:6][CH:5]=[CH:4][C:3]=1[O:8][CH3:9])#[CH:11]. The catalyst class is: 9. (2) Reactant: Cl[C:2]1[N:6]=[C:5]([CH:7]2[CH2:12][CH:11]([C:13]3[CH:18]=[CH:17][C:16]([C:19]([F:22])([F:21])[F:20])=[CH:15][CH:14]=3)[CH2:10][N:9]([C:23]([N:25]3[CH2:30][CH2:29][O:28][CH2:27][CH2:26]3)=[O:24])[CH2:8]2)[O:4][N:3]=1.[CH:31]1([NH2:34])[CH2:33][CH2:32]1. Product: [CH:31]1([NH:34][C:2]2[N:6]=[C:5]([CH:7]3[CH2:12][CH:11]([C:13]4[CH:18]=[CH:17][C:16]([C:19]([F:22])([F:21])[F:20])=[CH:15][CH:14]=4)[CH2:10][N:9]([C:23]([N:25]4[CH2:30][CH2:29][O:28][CH2:27][CH2:26]4)=[O:24])[CH2:8]3)[O:4][N:3]=2)[CH2:33][CH2:32]1. The catalyst class is: 8. (3) Reactant: [CH3:1][O:2][CH2:3][CH2:4][O:5][C:6]1[CH:11]=[CH:10][C:9](/[CH:12]=[CH:13]/[C:14](O)=[O:15])=[C:8]([O:17][C:18]2[CH:23]=[C:22]([C:24]([F:27])([F:26])[F:25])[CH:21]=[CH:20][C:19]=2[N+:28]([O-:30])=[O:29])[CH:7]=1.Cl.C(N=C=NCCCN(C)C)C.[CH2:43]([S:48]([NH2:51])(=[O:50])=[O:49])[CH2:44][CH2:45][CH2:46][CH3:47].O. Product: [CH3:1][O:2][CH2:3][CH2:4][O:5][C:6]1[CH:11]=[CH:10][C:9](/[CH:12]=[CH:13]/[C:14]([NH:51][S:48]([CH2:43][CH2:44][CH2:45][CH2:46][CH3:47])(=[O:50])=[O:49])=[O:15])=[C:8]([O:17][C:18]2[CH:23]=[C:22]([C:24]([F:25])([F:27])[F:26])[CH:21]=[CH:20][C:19]=2[N+:28]([O-:30])=[O:29])[CH:7]=1. The catalyst class is: 599. (4) Reactant: CS(Cl)(=O)=[O:3].[CH3:6][C:7]1[CH:8]=[C:9]([NH:13][C:14]2[S:15][C:16]([CH2:25]CCO)=[C:17]([C:19]3[CH:24]=[CH:23][N:22]=[CH:21][CH:20]=3)[N:18]=2)[CH:10]=[CH:11][CH:12]=1.[CH3:29][CH2:30][N:31]([CH:35]([CH3:37])C)[CH:32](C)[CH3:33]. Product: [CH3:6][C:7]1[CH:8]=[C:9]([NH:13][C:14]2[S:15][C:16]([CH2:25][CH2:29][CH2:30][N:31]3[CH2:35][CH2:37][O:3][CH2:33][CH2:32]3)=[C:17]([C:19]3[CH:20]=[CH:21][N:22]=[CH:23][CH:24]=3)[N:18]=2)[CH:10]=[CH:11][CH:12]=1. The catalyst class is: 2. (5) Reactant: [C:1]([O:5][C:6](=[O:31])[CH:7]([NH:16][C:17]1[C:22]([N+:23]([O-:25])=[O:24])=[CH:21][N:20]=[C:19]([N:26]([CH2:29][CH3:30])[CH2:27][CH3:28])[N:18]=1)[CH2:8][C:9]1[CH:14]=[CH:13][C:12]([OH:15])=[CH:11][CH:10]=1)([CH3:4])([CH3:3])[CH3:2].C(N(CC)CC)C.[CH3:39][N:40]([CH3:44])[C:41](Cl)=[O:42]. Product: [C:1]([O:5][C:6](=[O:31])[CH:7]([NH:16][C:17]1[C:22]([N+:23]([O-:25])=[O:24])=[CH:21][N:20]=[C:19]([N:26]([CH2:27][CH3:28])[CH2:29][CH3:30])[N:18]=1)[CH2:8][C:9]1[CH:14]=[CH:13][C:12]([O:15][C:41](=[O:42])[N:40]([CH3:44])[CH3:39])=[CH:11][CH:10]=1)([CH3:4])([CH3:2])[CH3:3]. The catalyst class is: 64. (6) Reactant: [F:1][C:2]([F:23])([F:22])[C:3]1[N:7]2[CH:8]=[C:9]([C:12]3[CH:17]=[CH:16][C:15]([C:18]([OH:21])([CH3:20])[CH3:19])=[CH:14][CH:13]=3)[CH:10]=[CH:11][C:6]2=[N:5][N:4]=1.[H-].[Na+].[CH3:26]I. Product: [CH3:26][O:21][C:18]([C:15]1[CH:16]=[CH:17][C:12]([C:9]2[CH:10]=[CH:11][C:6]3[N:7]([C:3]([C:2]([F:1])([F:22])[F:23])=[N:4][N:5]=3)[CH:8]=2)=[CH:13][CH:14]=1)([CH3:20])[CH3:19]. The catalyst class is: 1. (7) Reactant: Br[C:2]1[C:3]([O:9][C:10]2[CH:15]=[CH:14][CH:13]=[CH:12][CH:11]=2)=[N:4][CH:5]=[C:6]([CH3:8])[CH:7]=1.[Cl:16][C:17]1[CH:22]=[CH:21][C:20](B(O)O)=[CH:19][CH:18]=1.C(=O)([O-])[O-].[Na+].[Na+]. Product: [Cl:16][C:17]1[CH:22]=[CH:21][C:20]([C:2]2[C:3]([O:9][C:10]3[CH:15]=[CH:14][CH:13]=[CH:12][CH:11]=3)=[N:4][CH:5]=[C:6]([CH3:8])[CH:7]=2)=[CH:19][CH:18]=1. The catalyst class is: 11.